From a dataset of Forward reaction prediction with 1.9M reactions from USPTO patents (1976-2016). Predict the product of the given reaction. Given the reactants Br[C:2]1[CH:7]=[CH:6][C:5]([NH:8][C:9]2[C:13]([C:14](=[O:16])[NH2:15])=[CH:12][N:11]([C:17]3([CH2:30][C:31]#[N:32])[CH2:22][CH2:21][N:20]([C:23]([O:25][C:26]([CH3:29])([CH3:28])[CH3:27])=[O:24])[CH2:19][CH2:18]3)[N:10]=2)=[CH:4][CH:3]=1.[CH3:33][C:34]1[C:38](B2OC(C)(C)C(C)(C)O2)=[C:37]([CH3:48])[O:36][N:35]=1.C(=O)([O-])[O-].[K+].[K+].C1COCC1, predict the reaction product. The product is: [C:14]([C:13]1[C:9]([NH:8][C:5]2[CH:6]=[CH:7][C:2]([C:38]3[C:34]([CH3:33])=[N:35][O:36][C:37]=3[CH3:48])=[CH:3][CH:4]=2)=[N:10][N:11]([C:17]2([CH2:30][C:31]#[N:32])[CH2:22][CH2:21][N:20]([C:23]([O:25][C:26]([CH3:29])([CH3:28])[CH3:27])=[O:24])[CH2:19][CH2:18]2)[CH:12]=1)(=[O:16])[NH2:15].